From a dataset of Full USPTO retrosynthesis dataset with 1.9M reactions from patents (1976-2016). Predict the reactants needed to synthesize the given product. (1) Given the product [NH2:1][C:2]1[C:3]([C:16]2[CH:28]=[CH:27][C:19]([C:20]([OH:22])=[O:21])=[C:18]([F:29])[CH:17]=2)=[N:4][C:5]([C@@H:8]2[CH2:13][CH2:12][C@@H:11]([OH:14])[C@H:10]([F:15])[CH2:9]2)=[CH:6][N:7]=1, predict the reactants needed to synthesize it. The reactants are: [NH2:1][C:2]1[C:3]([C:16]2[CH:28]=[CH:27][C:19]([C:20]([O:22]C(C)(C)C)=[O:21])=[C:18]([F:29])[CH:17]=2)=[N:4][C:5]([C@@H:8]2[CH2:13][CH2:12][C@@H:11]([OH:14])[C@H:10]([F:15])[CH2:9]2)=[CH:6][N:7]=1.Cl.O1CCOCC1. (2) The reactants are: O[C@H:2]([C:22]1[C:23]([CH3:32])=[C:24]2[C:28](=[CH:29][CH:30]=1)[C:27](=[O:31])[O:26][CH2:25]2)[CH2:3][N:4]1[CH2:21][CH2:20][C:7]2([CH2:11][N:10]([C:12]3[CH:19]=[CH:18][C:15]([C:16]#[N:17])=[CH:14][N:13]=3)[CH2:9][CH2:8]2)[CH2:6][CH2:5]1.[Cl-:33]. Given the product [Cl:33][C@@H:2]([C:22]1[C:23]([CH3:32])=[C:24]2[C:28](=[CH:29][CH:30]=1)[C:27](=[O:31])[O:26][CH2:25]2)[CH2:3][N:4]1[CH2:21][CH2:20][C:7]2([CH2:11][N:10]([C:12]3[CH:19]=[CH:18][C:15]([C:16]#[N:17])=[CH:14][N:13]=3)[CH2:9][CH2:8]2)[CH2:6][CH2:5]1, predict the reactants needed to synthesize it. (3) Given the product [Cl:15][C:6]1[C:7]2[CH2:8][CH2:9][N:23]([CH2:22][C:21]3[CH:24]=[CH:25][C:18]([O:17][CH3:16])=[CH:19][CH:20]=3)[C:2]=2[N:3]=[CH:4][N:5]=1, predict the reactants needed to synthesize it. The reactants are: Cl[C:2]1[C:7]([CH2:8][CH2:9]OS(C)(=O)=O)=[C:6]([Cl:15])[N:5]=[CH:4][N:3]=1.[CH3:16][O:17][C:18]1[CH:25]=[CH:24][C:21]([CH2:22][NH2:23])=[CH:20][CH:19]=1. (4) Given the product [N:1]1[C:10]2[C:5](=[CH:6][CH:7]=[CH:8][CH:9]=2)[CH:4]=[CH:3][C:2]=1[CH2:11][CH2:12][NH2:13], predict the reactants needed to synthesize it. The reactants are: [N:1]1[C:10]2[C:5](=[CH:6][CH:7]=[CH:8][CH:9]=2)[CH:4]=[CH:3][C:2]=1[CH2:11][CH2:12][N:13]1C(=O)CCC1=O.NN. (5) Given the product [CH3:28][N:26]1[CH:27]=[C:23]([C:20]2[CH:21]=[CH:22][C:17]3[N:14]([C:12]([CH2:11][C:7]4[CH:6]=[C:5]5[C:10](=[CH:9][CH:8]=4)[N:1]=[CH:2][CH:3]=[CH:4]5)=[N:19][N:18]=3)[N:15]=2)[CH:24]=[N:25]1, predict the reactants needed to synthesize it. The reactants are: [N:1]1[C:10]2[C:5](=[CH:6][C:7]([CH2:11][C:12]([NH:14][NH2:15])=O)=[CH:8][CH:9]=2)[CH:4]=[CH:3][CH:2]=1.Cl[C:17]1[N:18]=[N:19][C:20]([C:23]2[CH:24]=[N:25][N:26]([CH3:28])[CH:27]=2)=[CH:21][CH:22]=1.O. (6) The reactants are: [F:1][C:2]1[CH:17]=[C:16]([CH:18]=O)[CH:15]=[CH:14][C:3]=1[O:4][C:5]1[CH:6]=[CH:7][C:8]([C:11]([NH2:13])=[O:12])=[N:9][CH:10]=1.[CH2:20]([NH2:25])[CH2:21][CH2:22][CH2:23][CH3:24].[BH4-].[Na+]. Given the product [F:1][C:2]1[CH:17]=[C:16]([CH2:18][NH:25][CH2:20][CH2:21][CH2:22][CH2:23][CH3:24])[CH:15]=[CH:14][C:3]=1[O:4][C:5]1[CH:6]=[CH:7][C:8]([C:11]([NH2:13])=[O:12])=[N:9][CH:10]=1, predict the reactants needed to synthesize it.